This data is from Full USPTO retrosynthesis dataset with 1.9M reactions from patents (1976-2016). The task is: Predict the reactants needed to synthesize the given product. (1) Given the product [CH2:31]([C:14]([C@@H:5]1[CH2:4][S:3][C:2](=[O:1])[N:6]1[CH2:7][C:8]1[CH:13]=[CH:12][CH:11]=[CH:10][CH:9]=1)=[S:34])[CH3:26], predict the reactants needed to synthesize it. The reactants are: [O:1]=[C:2]1[N:6]([CH2:7][C:8]2[CH:13]=[CH:12][CH:11]=[CH:10][CH:9]=2)[C@H:5]([C:14](O)=O)[CH2:4][S:3]1.C1(N=C=N[CH:26]2[CH2:31]CCCC2)CCCCC1.C([SH:34])C. (2) Given the product [ClH:23].[ClH:23].[C@H:8]12[CH2:13][C@H:11]([NH:10][CH2:9]1)[CH2:12][N:7]2[CH2:6][C:5]1[CH:21]=[CH:22][C:2]([OH:1])=[CH:3][CH:4]=1, predict the reactants needed to synthesize it. The reactants are: [OH:1][C:2]1[CH:22]=[CH:21][C:5]([CH2:6][N:7]2[CH2:12][C@@H:11]3[CH2:13][C@H:8]2[CH2:9][N:10]3C(OC(C)(C)C)=O)=[CH:4][CH:3]=1.[ClH:23]. (3) Given the product [F:28][C:29]1[CH:34]=[CH:33][C:32]([C:2]2[C:7]([N:19]3[CH2:20][CH2:21][N:16]([C:14]([O:13][C:9]([CH3:12])([CH3:10])[CH3:11])=[O:15])[CH2:17][CH2:18]3)=[N:6][CH:5]=[CH:4][N:3]=2)=[CH:31][CH:30]=1, predict the reactants needed to synthesize it. The reactants are: Cl[C:2]1[C:7](Cl)=[N:6][CH:5]=[CH:4][N:3]=1.[C:9]([O:13][C:14]([N:16]1[CH2:21][CH2:20][NH:19][CH2:18][CH2:17]1)=[O:15])([CH3:12])([CH3:11])[CH3:10].C(=O)([O-])[O-].[K+].[K+].[F:28][C:29]1[CH:34]=[CH:33][C:32](B(O)O)=[CH:31][CH:30]=1. (4) Given the product [CH3:1][O:2][C:3](=[O:18])[CH:4]([S:5]([C:8]1[C:17]2[C:12](=[CH:13][CH:14]=[CH:15][CH:16]=2)[CH:11]=[CH:10][CH:9]=1)(=[O:6])=[O:7])[CH:24]1[CH2:25][CH2:26][CH2:27][C:22](=[O:28])[CH2:23]1, predict the reactants needed to synthesize it. The reactants are: [CH3:1][O:2][C:3](=[O:18])[CH2:4][S:5]([C:8]1[C:17]2[C:12](=[CH:13][CH:14]=[CH:15][CH:16]=2)[CH:11]=[CH:10][CH:9]=1)(=[O:7])=[O:6].C[O-].[Na+].[C:22]1(=[O:28])[CH2:27][CH2:26][CH2:25][CH:24]=[CH:23]1. (5) The reactants are: [F:1][C:2]([F:21])([F:20])[C:3]1[N:8]=[CH:7][C:6]([C:9]2[N:14]=[C:13](N)[C:12]([C:16]([F:19])([F:18])[F:17])=[CH:11][N:10]=2)=[CH:5][N:4]=1.N(OC(C)(C)C)=O.[Cl-:29].[Na+].O. Given the product [Cl:29][C:13]1[C:12]([C:16]([F:19])([F:18])[F:17])=[CH:11][N:10]=[C:9]([C:6]2[CH:5]=[N:4][C:3]([C:2]([F:21])([F:20])[F:1])=[N:8][CH:7]=2)[N:14]=1, predict the reactants needed to synthesize it. (6) Given the product [Cl:1][C:2]1[CH:7]=[C:6]([CH2:8][CH2:9][CH:10]=[O:11])[C:5]([C:12]#[N:13])=[CH:4][C:3]=1[NH:14][C:15]1[N:20]=[C:19]([N:21]([CH:31]2[CH2:32][CH2:33]2)[CH2:22][C:23]2[CH:28]=[CH:27][C:26]([O:29][CH3:30])=[CH:25][CH:24]=2)[C:18]2=[N:34][CH:35]=[C:36]([C:37]#[N:38])[N:17]2[N:16]=1, predict the reactants needed to synthesize it. The reactants are: [Cl:1][C:2]1[CH:7]=[C:6]([CH2:8][CH2:9][CH2:10][OH:11])[C:5]([C:12]#[N:13])=[CH:4][C:3]=1[NH:14][C:15]1[N:20]=[C:19]([N:21]([CH:31]2[CH2:33][CH2:32]2)[CH2:22][C:23]2[CH:28]=[CH:27][C:26]([O:29][CH3:30])=[CH:25][CH:24]=2)[C:18]2=[N:34][CH:35]=[C:36]([C:37]#[N:38])[N:17]2[N:16]=1.CC(OI1(OC(C)=O)(OC(C)=O)OC(=O)C2C=CC=CC1=2)=O. (7) Given the product [Cl:10][C:11]1[C:12]([F:18])=[CH:13][C:14]([OH:17])=[C:15]([I:1])[CH:16]=1, predict the reactants needed to synthesize it. The reactants are: [I:1]NC(=O)CCC(N)=O.[Cl:10][C:11]1[CH:16]=[CH:15][C:14]([OH:17])=[CH:13][C:12]=1[F:18].S(=O)(=O)(O)O. (8) Given the product [Si:7]([O:24][C@H:25]([CH2:40][CH2:41][CH2:42][CH2:43][CH2:44][CH3:45])[CH2:26]/[CH:27]=[CH:28]\[CH2:29][CH2:30][CH2:31][CH2:32][CH2:33][CH2:34][CH2:35][CH2:36][OH:37])([C:20]([CH3:22])([CH3:23])[CH3:21])([C:14]1[CH:15]=[CH:16][CH:17]=[CH:18][CH:19]=1)[C:8]1[CH:9]=[CH:10][CH:11]=[CH:12][CH:13]=1, predict the reactants needed to synthesize it. The reactants are: [H-].[Al+3].[Li+].[H-].[H-].[H-].[Si:7]([O:24][C@H:25]([CH2:40][CH2:41][CH2:42][CH2:43][CH2:44][CH3:45])[CH2:26]/[CH:27]=[CH:28]\[CH2:29][CH2:30][CH2:31][CH2:32][CH2:33][CH2:34][CH2:35][C:36](OC)=[O:37])([C:20]([CH3:23])([CH3:22])[CH3:21])([C:14]1[CH:19]=[CH:18][CH:17]=[CH:16][CH:15]=1)[C:8]1[CH:13]=[CH:12][CH:11]=[CH:10][CH:9]=1.[OH-].[Na+].